From a dataset of Full USPTO retrosynthesis dataset with 1.9M reactions from patents (1976-2016). Predict the reactants needed to synthesize the given product. (1) Given the product [ClH:3].[CH3:11][C:4]([NH2:1])([CH2:7][CH:8]([CH3:10])[CH3:9])[C:5]#[CH:6], predict the reactants needed to synthesize it. The reactants are: [NH3:1].[Na].[Cl:3][C:4]([CH3:11])([CH2:7][CH:8]([CH3:10])[CH3:9])[C:5]#[CH:6].Cl.CCOC(C)=O. (2) Given the product [CH3:1][N:2]1[C:6]([C:7](=[O:9])[CH:27]([C:24]2[CH:25]=[CH:26][S:22][CH:23]=2)[C:28]([O:30][CH2:31][CH3:32])=[O:29])=[CH:5][CH:4]=[N:3]1, predict the reactants needed to synthesize it. The reactants are: [CH3:1][N:2]1[C:6]([C:7]([OH:9])=O)=[CH:5][CH:4]=[N:3]1.C1N=CN(C(N2C=NC=C2)=O)C=1.[S:22]1[CH:26]=[CH:25][C:24]([CH2:27][C:28]([O:30][CH2:31][CH3:32])=[O:29])=[CH:23]1.[H-].[Na+]. (3) Given the product [CH3:27][C:17]1[CH:22]=[CH:21][C:20]([S:23]([O:13][CH2:12][C@@H:9]2[O:8][C:7]3[CH:14]=[C:3]([C:2]([F:1])([F:15])[F:16])[CH:4]=[CH:5][C:6]=3[O:11][CH2:10]2)(=[O:25])=[O:24])=[CH:19][CH:18]=1, predict the reactants needed to synthesize it. The reactants are: [F:1][C:2]([F:16])([F:15])[C:3]1[CH:4]=[CH:5][C:6]2[O:11][CH2:10][C@H:9]([CH2:12][OH:13])[O:8][C:7]=2[CH:14]=1.[C:17]1([CH3:27])[CH:22]=[CH:21][C:20]([S:23](Cl)(=[O:25])=[O:24])=[CH:19][CH:18]=1.Cl. (4) Given the product [CH2:1]([O:4][C:5]1([CH3:35])[CH2:10][CH2:9][N:8]([C:11]2[N:16]3[N:17]=[C:18]([C:20](=[O:21])[NH:42][CH2:43][CH:44]([OH:60])[CH2:45][C:46]4[CH:51]=[CH:50][CH:49]=[CH:48][C:47]=4[O:52][Si:53]([C:56]([CH3:57])([CH3:59])[CH3:58])([CH3:54])[CH3:55])[CH:19]=[C:15]3[N:14]=[C:13]([CH3:23])[C:12]=2[C@H:24]([O:30][C:31]([CH3:34])([CH3:33])[CH3:32])[C:25]([O:27][CH2:28][CH3:29])=[O:26])[CH2:7][CH2:6]1)[CH:2]=[CH2:3], predict the reactants needed to synthesize it. The reactants are: [CH2:1]([O:4][C:5]1([CH3:35])[CH2:10][CH2:9][N:8]([C:11]2[N:16]3[N:17]=[C:18]([C:20](O)=[O:21])[CH:19]=[C:15]3[N:14]=[C:13]([CH3:23])[C:12]=2[C@H:24]([O:30][C:31]([CH3:34])([CH3:33])[CH3:32])[C:25]([O:27][CH2:28][CH3:29])=[O:26])[CH2:7][CH2:6]1)[CH:2]=[CH2:3].C(Cl)(=O)C(Cl)=O.[NH2:42][CH2:43][CH:44]([OH:60])[CH2:45][C:46]1[CH:51]=[CH:50][CH:49]=[CH:48][C:47]=1[O:52][Si:53]([C:56]([CH3:59])([CH3:58])[CH3:57])([CH3:55])[CH3:54].Cl.CCN(C(C)C)C(C)C. (5) Given the product [ClH:27].[CH2:23]([O:22][C:20](=[O:21])[CH2:19][NH:18][C:14]1[CH:13]=[CH:12][CH:11]=[C:10]2[C:15]=1[CH2:16][CH2:17][NH:8][CH2:9]2)[CH3:24], predict the reactants needed to synthesize it. The reactants are: C(OC([N:8]1[CH2:17][CH2:16][C:15]2[C:10](=[CH:11][CH:12]=[CH:13][C:14]=2[NH:18][CH2:19][C:20]([O:22][CH2:23][CH3:24])=[O:21])[CH2:9]1)=O)(C)(C)C.Cl.C(Cl)[Cl:27]. (6) Given the product [CH2:1]([CH:4]([C:8]1[CH:28]=[CH:27][C:11]([CH2:12][O:13][C:14]2[CH:19]=[CH:18][C:17]([C:20]3[N:21]=[C:22]([CH2:25][Cl:31])[S:23][CH:24]=3)=[CH:16][CH:15]=2)=[CH:10][CH:9]=1)[CH2:5][CH2:6][CH3:7])[CH2:2][CH3:3], predict the reactants needed to synthesize it. The reactants are: [CH2:1]([CH:4]([C:8]1[CH:28]=[CH:27][C:11]([CH2:12][O:13][C:14]2[CH:19]=[CH:18][C:17]([C:20]3[N:21]=[C:22]([CH2:25]O)[S:23][CH:24]=3)=[CH:16][CH:15]=2)=[CH:10][CH:9]=1)[CH2:5][CH2:6][CH3:7])[CH2:2][CH3:3].S(Cl)([Cl:31])=O.